Dataset: Full USPTO retrosynthesis dataset with 1.9M reactions from patents (1976-2016). Task: Predict the reactants needed to synthesize the given product. (1) Given the product [Cl:1][C:2]1[CH:7]=[C:6]([Cl:8])[CH:5]=[CH:4][C:3]=1[N:9]1[C:13]([C:14]2[CH:19]=[CH:18][C:17]([OH:20])=[CH:16][CH:15]=2)=[C:12]([CH3:22])[C:11]([C:23]([OH:25])=[O:24])=[N:10]1, predict the reactants needed to synthesize it. The reactants are: [Cl:1][C:2]1[CH:7]=[C:6]([Cl:8])[CH:5]=[CH:4][C:3]=1[N:9]1[C:13]([C:14]2[CH:19]=[CH:18][C:17]([O:20]C)=[CH:16][CH:15]=2)=[C:12]([CH3:22])[C:11]([C:23]([OH:25])=[O:24])=[N:10]1.Br. (2) Given the product [C:44]([CH2:37][CH2:36][C:26]([C:19]1[C:20](=[O:25])[N:21]([CH3:24])[C:22]2[C:17]([C:18]=1[OH:30])=[CH:16][CH:15]=[C:14]([C:11]1[CH:12]=[CH:13][C:8]([C:6]([OH:5])=[O:7])=[CH:9][CH:10]=1)[CH:23]=2)=[O:28])([OH:46])=[O:45], predict the reactants needed to synthesize it. The reactants are: C([O:5][C:6]([C:8]1[CH:13]=[CH:12][C:11]([C:14]2[CH:23]=[C:22]3[C:17]([C:18]([OH:30])=[C:19]([C:26]([O:28]C)=O)[C:20](=[O:25])[N:21]3[CH3:24])=[CH:16][CH:15]=2)=[CH:10][CH:9]=1)=[O:7])(C)(C)C.BrC1C=C2C([C:36](O)=[C:37]([C:44]([O:46]C)=[O:45])C(=O)N2C)=CC=1.C(OC(C1C=CC(B(O)O)=CC=1)=O)(C)(C)C.[F-].[Cs+]. (3) Given the product [Br:16][C:17]1[CH:18]=[C:19]2[C@:30]3([CH2:34][O:33][C:32]([NH2:35])=[N:31]3)[C:29]3[C:24](=[CH:25][CH:26]=[C:27]([C:3]4[CH:2]=[N:1][CH:6]=[CH:5][CH:4]=4)[CH:28]=3)[O:23][C:20]2=[N:21][CH:22]=1, predict the reactants needed to synthesize it. The reactants are: [N:1]1[CH:6]=[CH:5][CH:4]=[C:3](B(O)O)[CH:2]=1.C(=O)([O-])[O-].[K+].[K+].[Br:16][C:17]1[CH:18]=[C:19]2[C@:30]3([CH2:34][O:33][C:32]([NH2:35])=[N:31]3)[C:29]3[C:24](=[CH:25][CH:26]=[C:27](I)[CH:28]=3)[O:23][C:20]2=[N:21][CH:22]=1.O1CCOCC1. (4) Given the product [O:22]=[C:14]1[N:13]([CH:10]2[CH2:11][CH2:12][N:7]([C:2]3([CH3:1])[CH2:6][CH2:5][N:4]([C:24]([O:26][CH2:27][CH3:28])=[O:25])[CH2:3]3)[CH2:8][CH2:9]2)[C@@H:17]2[CH2:18][CH2:19][CH2:20][CH2:21][C@H:16]2[NH:15]1, predict the reactants needed to synthesize it. The reactants are: [CH3:1][C:2]1([N:7]2[CH2:12][CH2:11][CH:10]([N:13]3[C@@H:17]4[CH2:18][CH2:19][CH2:20][CH2:21][C@H:16]4[NH:15][C:14]3=[O:22])[CH2:9][CH2:8]2)[CH2:6][CH2:5][NH:4][CH2:3]1.Cl[C:24]([O:26][CH2:27][CH3:28])=[O:25]. (5) Given the product [CH2:30]([N:2]([CH2:1][C:3]1[CH:4]=[C:5]([C:23]([O:25][CH2:26][CH3:27])=[O:24])[C:6](=[O:22])[N:7]2[C:12]=1[CH:11]=[CH:10][CH:9]=[C:8]2[C:13]1[C:18]([CH3:19])=[CH:17][C:16]([CH3:20])=[CH:15][C:14]=1[CH3:21])[CH2:29][CH2:44][CH3:45])[CH2:31][CH3:32], predict the reactants needed to synthesize it. The reactants are: [C:1]([C:3]1[CH:4]=[C:5]([C:23]([O:25][CH2:26][CH3:27])=[O:24])[C:6](=[O:22])[N:7]2[C:12]=1[CH:11]=[CH:10][CH:9]=[C:8]2[C:13]1[C:18]([CH3:19])=[CH:17][C:16]([CH3:20])=[CH:15][C:14]=1[CH3:21])#[N:2].Cl.[CH4:29].[CH:30](=O)[CH2:31][CH3:32].C(O[BH-](O[C:44](=O)[CH3:45])OC(=O)C)(=O)C.[Na+]. (6) Given the product [CH2:1]([O:3][C:4]([N:6]1[CH2:7][CH2:8][N:9]([C:12](=[O:56])[C@@H:13]([NH:23][C:24]([C:26]2[CH:30]=[C:29]([O:31][CH2:32][C:33]([N:35]3[CH2:39][CH2:38][CH:37]([C:40]([OH:42])=[O:41])[CH2:36]3)=[O:34])[N:28]([C:50]3[CH:55]=[CH:54][CH:53]=[CH:52][CH:51]=3)[N:27]=2)=[O:25])[CH2:14][CH2:15][C:16]([O:18][C:19]([CH3:22])([CH3:21])[CH3:20])=[O:17])[CH2:10][CH2:11]1)=[O:5])[CH3:2], predict the reactants needed to synthesize it. The reactants are: [CH2:1]([O:3][C:4]([N:6]1[CH2:11][CH2:10][N:9]([C:12](=[O:56])[C@@H:13]([NH:23][C:24]([C:26]2[CH:30]=[C:29]([O:31][CH2:32][C:33]([N:35]3[CH2:39][CH2:38][CH:37]([C:40]([O:42]CC4C=CC=CC=4)=[O:41])[CH2:36]3)=[O:34])[N:28]([C:50]3[CH:55]=[CH:54][CH:53]=[CH:52][CH:51]=3)[N:27]=2)=[O:25])[CH2:14][CH2:15][C:16]([O:18][C:19]([CH3:22])([CH3:21])[CH3:20])=[O:17])[CH2:8][CH2:7]1)=[O:5])[CH3:2]. (7) The reactants are: [F:1][C:2]1[CH:7]=[C:6]([C:8]2[N:9]([CH2:22][CH2:23][O:24][CH3:25])[C:10]([S:20][CH3:21])=[N:11][C:12]=2[C:13]2[CH:18]=[CH:17][C:16]([F:19])=[CH:15][CH:14]=2)[CH:5]=[CH:4][N:3]=1.OO.N.C(OCC)(=[O:31])C. Given the product [F:1][C:2]1[CH:7]=[C:6]([C:8]2[N:9]([CH2:22][CH2:23][O:24][CH3:25])[C:10]([S:20]([CH3:21])=[O:31])=[N:11][C:12]=2[C:13]2[CH:14]=[CH:15][C:16]([F:19])=[CH:17][CH:18]=2)[CH:5]=[CH:4][N:3]=1, predict the reactants needed to synthesize it.